From a dataset of Reaction yield outcomes from USPTO patents with 853,638 reactions. Predict the reaction yield, written as a fraction of the theoretical maximum amount of product (1.0 means a 100% yield; for example, 0.34 means a 34% yield). (1) The reactants are [Cl:1][C:2]1[CH:7]=[CH:6][C:5]([C:8]2[N:9]=[C:10]([C:24]([OH:26])=[O:25])[C:11]([C:21](O)=[O:22])=[N:12][C:13]=2[C:14]2[CH:19]=[CH:18][C:17]([Cl:20])=[CH:16][CH:15]=2)=[CH:4][CH:3]=1. The catalyst is C(Cl)(=O)C. The product is [Cl:20][C:17]1[CH:16]=[CH:15][C:14]([C:13]2[N:12]=[C:11]3[C:21](=[O:22])[O:25][C:24](=[O:26])[C:10]3=[N:9][C:8]=2[C:5]2[CH:6]=[CH:7][C:2]([Cl:1])=[CH:3][CH:4]=2)=[CH:19][CH:18]=1. The yield is 0.970. (2) The reactants are [O:1]=[C:2]1[C:6]2[CH:7]=[CH:8][CH:9]=[CH:10][C:5]=2[C:4](=[O:11])[N:3]1[CH2:12][CH2:13][CH2:14][S:15]([O:18][CH2:19][C:20]([CH3:33])([CH3:32])[C@@H:21]([O:24][CH2:25][C:26]1[CH:31]=[CH:30][CH:29]=[CH:28][CH:27]=1)[CH:22]=[O:23])(=[O:17])=[O:16].CC(C)=[O:36]. No catalyst specified. The product is [O:11]=[C:4]1[C:5]2[CH:10]=[CH:9][CH:8]=[CH:7][C:6]=2[C:2](=[O:1])[N:3]1[CH2:12][CH2:13][CH2:14][S:15]([O:18][CH2:19][C:20]([CH3:33])([CH3:32])[C@@H:21]([O:24][CH2:25][C:26]1[CH:27]=[CH:28][CH:29]=[CH:30][CH:31]=1)[C:22]([OH:36])=[O:23])(=[O:16])=[O:17]. The yield is 0.910.